This data is from NCI-60 drug combinations with 297,098 pairs across 59 cell lines. The task is: Regression. Given two drug SMILES strings and cell line genomic features, predict the synergy score measuring deviation from expected non-interaction effect. (1) Drug 1: C1CCN(CC1)CCOC2=CC=C(C=C2)C(=O)C3=C(SC4=C3C=CC(=C4)O)C5=CC=C(C=C5)O. Drug 2: C1=NNC2=C1C(=O)NC=N2. Cell line: SW-620. Synergy scores: CSS=-5.49, Synergy_ZIP=2.94, Synergy_Bliss=1.74, Synergy_Loewe=-7.10, Synergy_HSA=-4.01. (2) Drug 1: CNC(=O)C1=CC=CC=C1SC2=CC3=C(C=C2)C(=NN3)C=CC4=CC=CC=N4. Drug 2: CCC1=CC2CC(C3=C(CN(C2)C1)C4=CC=CC=C4N3)(C5=C(C=C6C(=C5)C78CCN9C7C(C=CC9)(C(C(C8N6C)(C(=O)OC)O)OC(=O)C)CC)OC)C(=O)OC.C(C(C(=O)O)O)(C(=O)O)O. Cell line: CCRF-CEM. Synergy scores: CSS=72.8, Synergy_ZIP=11.7, Synergy_Bliss=8.96, Synergy_Loewe=-8.93, Synergy_HSA=9.98. (3) Drug 1: CC1C(C(CC(O1)OC2CC(CC3=C2C(=C4C(=C3O)C(=O)C5=C(C4=O)C(=CC=C5)OC)O)(C(=O)CO)O)N)O.Cl. Drug 2: CC12CCC3C(C1CCC2OP(=O)(O)O)CCC4=C3C=CC(=C4)OC(=O)N(CCCl)CCCl.[Na+]. Cell line: TK-10. Synergy scores: CSS=36.7, Synergy_ZIP=1.31, Synergy_Bliss=0.184, Synergy_Loewe=0.208, Synergy_HSA=0.280. (4) Drug 1: C1CN1C2=NC(=NC(=N2)N3CC3)N4CC4. Drug 2: C1=NC2=C(N1)C(=S)N=C(N2)N. Cell line: NCI-H522. Synergy scores: CSS=49.4, Synergy_ZIP=-6.67, Synergy_Bliss=-4.63, Synergy_Loewe=-5.02, Synergy_HSA=-2.93. (5) Drug 2: C(CN)CNCCSP(=O)(O)O. Drug 1: CC1=C(C=C(C=C1)NC2=NC=CC(=N2)N(C)C3=CC4=NN(C(=C4C=C3)C)C)S(=O)(=O)N.Cl. Synergy scores: CSS=7.24, Synergy_ZIP=-3.08, Synergy_Bliss=-2.97, Synergy_Loewe=-13.8, Synergy_HSA=-1.55. Cell line: ACHN.